From a dataset of Full USPTO retrosynthesis dataset with 1.9M reactions from patents (1976-2016). Predict the reactants needed to synthesize the given product. (1) Given the product [CH:1]1([C:4]2[C:5]([N:24]([C:34]3[CH:33]=[C:32]([F:37])[C:31]([N+:38]([O-:40])=[O:39])=[C:30]([F:29])[CH:35]=3)[S:25]([CH3:28])(=[O:27])=[O:26])=[CH:6][C:7]3[O:11][C:10]([C:12]4[CH:17]=[CH:16][C:15]([F:18])=[CH:14][CH:13]=4)=[C:9]([C:19]([NH:21][CH3:22])=[O:20])[C:8]=3[CH:23]=2)[CH2:3][CH2:2]1, predict the reactants needed to synthesize it. The reactants are: [CH:1]1([C:4]2[C:5]([NH:24][S:25]([CH3:28])(=[O:27])=[O:26])=[CH:6][C:7]3[O:11][C:10]([C:12]4[CH:17]=[CH:16][C:15]([F:18])=[CH:14][CH:13]=4)=[C:9]([C:19]([NH:21][CH3:22])=[O:20])[C:8]=3[CH:23]=2)[CH2:3][CH2:2]1.[F:29][C:30]1[CH:35]=[C:34](F)[CH:33]=[C:32]([F:37])[C:31]=1[N+:38]([O-:40])=[O:39].C([O-])([O-])=O.[K+].[K+]. (2) Given the product [Cl:16][CH2:15][CH2:14][CH2:13][N:1]1[CH2:6][CH2:5][CH:4]([C:7]([NH2:9])=[O:8])[CH2:3][CH2:2]1, predict the reactants needed to synthesize it. The reactants are: [NH:1]1[CH2:6][CH2:5][CH:4]([C:7]([NH2:9])=[O:8])[CH2:3][CH2:2]1.[OH-].[Na+].Br[CH2:13][CH2:14][CH2:15][Cl:16]. (3) Given the product [CH3:21][C:18]1[CH:17]=[CH:16][C:15]([S:12]([CH2:11][C:6]2[CH:7]=[CH:8][CH:9]=[CH:10][C:5]=2[CH:4]=[O:22])(=[O:14])=[O:13])=[CH:20][CH:19]=1, predict the reactants needed to synthesize it. The reactants are: CON(C)[C:4](=[O:22])[C:5]1[CH:10]=[CH:9][CH:8]=[CH:7][C:6]=1[CH2:11][S:12]([C:15]1[CH:20]=[CH:19][C:18]([CH3:21])=[CH:17][CH:16]=1)(=[O:14])=[O:13].[H-].[H-].[H-].[H-].[Li+].[Al+3]. (4) Given the product [CH3:64][O:63][C:59]1[CH:58]=[C:57]([CH:62]=[CH:61][CH:60]=1)[CH2:56][NH:55][C:53]([C:48]1[NH:49][C:50](=[O:52])[C:51]2[C:43]([CH2:42][O:13][CH2:12][C@H:9]3[CH2:10][CH2:11][C@H:6]([CH2:14][OH:15])[CH2:7][CH2:8]3)=[CH:44][S:45][C:46]=2[N:47]=1)=[O:54], predict the reactants needed to synthesize it. The reactants are: C([Li])CCC.[C@H:6]1([CH2:14][OH:15])[CH2:11][CH2:10][C@H:9]([CH2:12][OH:13])[CH2:8][CH2:7]1.BrCC1C2C(=O)NC(C(OCC)=O)=NC=2SC=1.N[C@H]1CC[C@H](CO[CH2:42][C:43]2[C:51]3[C:50](=[O:52])[NH:49][C:48]([C:53]([NH:55][CH2:56][C:57]4[CH:62]=[CH:61][CH:60]=[C:59]([O:63][CH3:64])[CH:58]=4)=[O:54])=[N:47][C:46]=3[S:45][CH:44]=2)CC1. (5) Given the product [CH3:1][O:2][C:3]1[C:8]2[CH2:9][CH2:10][C@@H:11]([N:14]3[CH2:19][CH2:18][O:17][CH2:16][CH2:15]3)[CH2:12][CH2:13][C:7]=2[CH:6]=[CH:5][C:4]=1[NH2:20], predict the reactants needed to synthesize it. The reactants are: [CH3:1][O:2][C:3]1[C:8]2[CH2:9][CH2:10][CH:11]([N:14]3[CH2:19][CH2:18][O:17][CH2:16][CH2:15]3)[CH2:12][CH2:13][C:7]=2[CH:6]=[CH:5][C:4]=1[NH2:20].C(O)(C)C.C(=O)=O. (6) Given the product [OH:67][C:59]1[CH:58]=[CH:57][C:56]([C@@H:54]([OH:55])[CH2:53][NH:52][CH2:3][CH2:4][C:5]2[CH:6]=[CH:7][C:8]([NH:9][CH:10]3[CH2:15][CH2:14][N:13]([S:16]([C:19]4[CH:20]=[CH:21][C:22]([NH:25][C:26]([NH:28][CH2:29][CH2:30][CH2:31][CH2:32][CH2:33][CH2:34][CH2:35][CH3:36])=[O:27])=[CH:23][CH:24]=4)(=[O:18])=[O:17])[CH2:12][CH2:11]3)=[CH:37][CH:38]=2)=[CH:61][C:60]=1[NH:62][S:63]([CH3:66])(=[O:65])=[O:64], predict the reactants needed to synthesize it. The reactants are: CO[CH:3](OC)[CH2:4][C:5]1[CH:38]=[CH:37][C:8]([NH:9][CH:10]2[CH2:15][CH2:14][N:13]([S:16]([C:19]3[CH:24]=[CH:23][C:22]([NH:25][C:26]([NH:28][CH2:29][CH2:30][CH2:31][CH2:32][CH2:33][CH2:34][CH2:35][CH3:36])=[O:27])=[CH:21][CH:20]=3)(=[O:18])=[O:17])[CH2:12][CH2:11]2)=[CH:7][CH:6]=1.[I-].[Na+].Cl[Si](Cl)(Cl)C.C(O)(=O)C.[NH2:52][CH2:53][C@@H:54]([C:56]1[CH:57]=[CH:58][C:59]([OH:67])=[C:60]([NH:62][S:63]([CH3:66])(=[O:65])=[O:64])[CH:61]=1)[OH:55].C([BH3-])#N.[Na+].